This data is from Peptide-MHC class II binding affinity with 134,281 pairs from IEDB. The task is: Regression. Given a peptide amino acid sequence and an MHC pseudo amino acid sequence, predict their binding affinity value. This is MHC class II binding data. (1) The peptide sequence is IVLNHMTGAQSGKGT. The MHC is DRB1_1501 with pseudo-sequence DRB1_1501. The binding affinity (normalized) is 0.331. (2) The peptide sequence is GERSLTTLLRALGAQ. The MHC is DRB1_0405 with pseudo-sequence DRB1_0405. The binding affinity (normalized) is 0.157. (3) The peptide sequence is KLKIQNVIIDECYGA. The MHC is DRB1_0802 with pseudo-sequence DRB1_0802. The binding affinity (normalized) is 0.206. (4) The MHC is DRB1_0802 with pseudo-sequence DRB1_0802. The binding affinity (normalized) is 0.367. The peptide sequence is QTAVDFGNSYIAEME. (5) The peptide sequence is LPPIVAKEIVASCDKC. The MHC is HLA-DQA10201-DQB10202 with pseudo-sequence HLA-DQA10201-DQB10202. The binding affinity (normalized) is 0.0383. (6) The peptide sequence is AKDVIPEGWKADTAY. The MHC is DRB3_0202 with pseudo-sequence DRB3_0202. The binding affinity (normalized) is 0. (7) The peptide sequence is AGGAGGVGAVGGKRG. The MHC is DRB1_1501 with pseudo-sequence DRB1_1501. The binding affinity (normalized) is 0. (8) The peptide sequence is KAATAGTTVYGAFAA. The MHC is HLA-DQA10501-DQB10301 with pseudo-sequence HLA-DQA10501-DQB10301. The binding affinity (normalized) is 0.684.